This data is from Full USPTO retrosynthesis dataset with 1.9M reactions from patents (1976-2016). The task is: Predict the reactants needed to synthesize the given product. (1) The reactants are: COC1C=CC(C[NH:8][C:9]2[CH:18]=[CH:17][C:16]3[C:11](=[CH:12][C:13]([C:23]([F:26])([F:25])[F:24])=[CH:14][C:15]=3[C:19]([F:22])([F:21])[F:20])[N:10]=2)=CC=1. Given the product [F:22][C:19]([F:20])([F:21])[C:15]1[CH:14]=[C:13]([C:23]([F:25])([F:26])[F:24])[CH:12]=[C:11]2[C:16]=1[CH:17]=[CH:18][C:9]([NH2:8])=[N:10]2, predict the reactants needed to synthesize it. (2) The reactants are: [F:1][C:2]1[CH:7]=[CH:6][C:5]([C:8]2[CH:12]=[C:11]([CH:13]3[CH2:18][CH2:17][CH2:16][NH:15][CH2:14]3)[N:10]([C:19]3[N:24]=[CH:23][CH:22]=[CH:21][N:20]=3)[N:9]=2)=[CH:4][CH:3]=1.[F:25][C:26]([F:31])([F:30])[CH2:27][CH:28]=O.C(O)(=O)C.C([BH3-])#N.[Na+]. Given the product [F:1][C:2]1[CH:3]=[CH:4][C:5]([C:8]2[CH:12]=[C:11]([CH:13]3[CH2:18][CH2:17][CH2:16][N:15]([CH2:28][CH2:27][C:26]([F:31])([F:30])[F:25])[CH2:14]3)[N:10]([C:19]3[N:20]=[CH:21][CH:22]=[CH:23][N:24]=3)[N:9]=2)=[CH:6][CH:7]=1, predict the reactants needed to synthesize it.